Predict the reaction yield, written as a fraction of the theoretical maximum amount of product (1.0 means a 100% yield; for example, 0.34 means a 34% yield). From a dataset of Reaction yield outcomes from USPTO patents with 853,638 reactions. (1) The reactants are [CH3:1][N:2]1[C:6]([C:7]2[CH:8]=[C:9]([CH:13]=[CH:14][CH:15]=2)[C:10]([OH:12])=O)=[CH:5][CH:4]=[N:3]1.CCN=C=NCCCN(C)C.C1C=CC2N(O)N=NC=2C=1.CCN(CC)CC.[NH2:44][CH2:45][CH:46]([OH:58])[CH2:47][N:48]1[CH2:57][CH2:56][C:55]2[C:50](=[CH:51][CH:52]=[CH:53][CH:54]=2)[CH2:49]1. The yield is 0.250. The catalyst is C(Cl)Cl.O. The product is [CH2:49]1[C:50]2[C:55](=[CH:54][CH:53]=[CH:52][CH:51]=2)[CH2:56][CH2:57][N:48]1[CH2:47][CH:46]([OH:58])[CH2:45][NH:44][C:10](=[O:12])[C:9]1[CH:13]=[CH:14][CH:15]=[C:7]([C:6]2[N:2]([CH3:1])[N:3]=[CH:4][CH:5]=2)[CH:8]=1. (2) The reactants are [CH2:1]([C@@H:8]1[CH2:12][O:11][C:10](=[O:13])[N:9]1[C:14](=[O:19])[CH2:15][CH:16]1[CH2:18][CH2:17]1)[C:2]1[CH:7]=[CH:6][CH:5]=[CH:4][CH:3]=1.N#N.CCN(C(C)C)C(C)C.[CH:31]([C@H:33]1[CH2:37][O:36][C:35]([CH3:39])([CH3:38])[N:34]1[C:40]([O:42][C:43]([CH3:46])([CH3:45])[CH3:44])=[O:41])=[O:32]. The catalyst is C(Cl)Cl.[Ti](Cl)(Cl)(Cl)Cl. The product is [CH2:1]([C@@H:8]1[CH2:12][O:11][C:10](=[O:13])[N:9]1[C:14](=[O:19])[C@H:15]([CH:16]1[CH2:17][CH2:18]1)[C@H:31]([C@H:33]1[CH2:37][O:36][C:35]([CH3:39])([CH3:38])[N:34]1[C:40]([O:42][C:43]([CH3:46])([CH3:45])[CH3:44])=[O:41])[OH:32])[C:2]1[CH:3]=[CH:4][CH:5]=[CH:6][CH:7]=1. The yield is 0.500. (3) The reactants are Br[C:2]1[CH:3]=[C:4]([S:8]([NH:11][C:12]2[CH:21]=[CH:20][C:15]([C:16]([O:18][CH3:19])=[O:17])=[C:14]([OH:22])[CH:13]=2)(=[O:10])=[O:9])[CH:5]=[CH:6][CH:7]=1.[Cl:23][C:24]1[CH:25]=[C:26](B(O)O)[CH:27]=[CH:28][CH:29]=1. No catalyst specified. The product is [Cl:23][C:24]1[CH:29]=[C:28]([C:2]2[CH:7]=[CH:6][CH:5]=[C:4]([S:8]([NH:11][C:12]3[CH:21]=[CH:20][C:15]([C:16]([O:18][CH3:19])=[O:17])=[C:14]([OH:22])[CH:13]=3)(=[O:10])=[O:9])[CH:3]=2)[CH:27]=[CH:26][CH:25]=1. The yield is 0.700. (4) The reactants are N[C:2]1[CH:7]=[CH:6][C:5]([C:8](=[O:10])[CH3:9])=[CH:4][C:3]=1[Br:11].S(=O)(=O)(O)O.N([O-])=O.[Na+].[Cu][C:22]#[N:23].[C-]#N.[K+]. The catalyst is C(O)(=O)C.O. The product is [C:8]([C:5]1[CH:6]=[CH:7][C:2]([C:22]#[N:23])=[C:3]([Br:11])[CH:4]=1)(=[O:10])[CH3:9]. The yield is 0.170. (5) The reactants are [H-].[Na+].[F:3][C:4]([F:24])([F:23])[O:5][C:6]1[CH:11]=[CH:10][C:9]([N:12]2[CH2:16][CH2:15][C:14]3([CH2:21][CH2:20][NH:19][CH2:18][CH2:17]3)[C:13]2=[O:22])=[CH:8][CH:7]=1.[CH2:25]([O:32][C:33]1[CH:38]=[CH:37][CH:36]=[C:35](F)[N:34]=1)[C:26]1[CH:31]=[CH:30][CH:29]=[CH:28][CH:27]=1. The catalyst is CN(C=O)C.C(OCC)(=O)C. The product is [CH2:25]([O:32][C:33]1[N:34]=[C:35]([N:19]2[CH2:18][CH2:17][C:14]3([C:13](=[O:22])[N:12]([C:9]4[CH:10]=[CH:11][C:6]([O:5][C:4]([F:3])([F:23])[F:24])=[CH:7][CH:8]=4)[CH2:16][CH2:15]3)[CH2:21][CH2:20]2)[CH:36]=[CH:37][CH:38]=1)[C:26]1[CH:27]=[CH:28][CH:29]=[CH:30][CH:31]=1. The yield is 0.730. (6) The product is [F:13][C:4]1[C:5]([CH2:9][C:10]([OH:12])=[O:11])=[C:6]([F:8])[CH:7]=[C:2]2[C:3]=1[CH:18]=[CH:17][CH:22]=[N:1]2. The reactants are [NH2:1][C:2]1[CH:7]=[C:6]([F:8])[C:5]([CH2:9][C:10]([OH:12])=[O:11])=[C:4]([F:13])[CH:3]=1.[N+]([C:17]1[CH:22]=CC=C[CH:18]=1)([O-])=O.OS(O)(=O)=O.[OH-].[Na+].Cl. The catalyst is OCC(CO)O.CO. The yield is 0.250.